From a dataset of Forward reaction prediction with 1.9M reactions from USPTO patents (1976-2016). Predict the product of the given reaction. (1) Given the reactants [CH3:1][C@@H:2]1[CH2:7][CH2:6][C@H:5]([O:8][C:9]2[C:10]([C:21]([F:24])([F:23])[F:22])=[C:11]3[C:16](=[CH:17][CH:18]=2)[CH:15]=[C:14]([CH2:19]O)[CH:13]=[CH:12]3)[CH2:4][CH2:3]1.[CH:25]12[NH:32][CH:29]([CH2:30][CH2:31]1)[CH2:28][CH:27]([C:33]([O:35]C)=[O:34])[CH2:26]2, predict the reaction product. The product is: [CH3:1][C@@H:2]1[CH2:3][CH2:4][C@H:5]([O:8][C:9]2[C:10]([C:21]([F:22])([F:23])[F:24])=[C:11]3[C:16](=[CH:17][CH:18]=2)[CH:15]=[C:14]([CH2:19][N:32]2[CH:25]4[CH2:31][CH2:30][CH:29]2[CH2:28][CH:27]([C:33]([OH:35])=[O:34])[CH2:26]4)[CH:13]=[CH:12]3)[CH2:6][CH2:7]1. (2) Given the reactants [CH3:1][C:2]1[C:7]([CH2:8][C:9]2[O:10][C:11]3[CH:17]=[CH:16][C:15]([CH2:18][C:19]([O:21]C)=[O:20])=[CH:14][C:12]=3[CH:13]=2)=[CH:6][CH:5]=[CH:4][N:3]=1.[OH-].[Na+].Cl, predict the reaction product. The product is: [CH3:1][C:2]1[C:7]([CH2:8][C:9]2[O:10][C:11]3[CH:17]=[CH:16][C:15]([CH2:18][C:19]([OH:21])=[O:20])=[CH:14][C:12]=3[CH:13]=2)=[CH:6][CH:5]=[CH:4][N:3]=1. (3) Given the reactants [Cl:1][C:2]1[CH:26]=[CH:25][C:5]([O:6][C:7]2[C:8]([N+]([O-])=O)=[C:9]([N:13]([CH3:21])[C:14](=[O:20])[O:15][C:16]([CH3:19])([CH3:18])[CH3:17])[CH:10]=[CH:11][CH:12]=2)=[CH:4][C:3]=1[F:27].[Cl-].[NH4+:29], predict the reaction product. The product is: [NH2:29][C:10]1[CH:11]=[CH:12][C:7]([O:6][C:5]2[CH:25]=[CH:26][C:2]([Cl:1])=[C:3]([F:27])[CH:4]=2)=[CH:8][C:9]=1[N:13]([CH3:21])[C:14](=[O:20])[O:15][C:16]([CH3:19])([CH3:18])[CH3:17]. (4) Given the reactants [Cl:1][C:2]1[N:7]=[C:6]([O:8][C:9]2[C:14]([CH3:15])=[CH:13][C:12]([CH3:16])=[CH:11][C:10]=2[CH3:17])[C:5]([C:18]([NH:20][S:21]([C:24]2[C:25]([O:30]C)=[N:26][CH:27]=[CH:28][CH:29]=2)(=[O:23])=[O:22])=[O:19])=[CH:4][CH:3]=1.Cl, predict the reaction product. The product is: [Cl:1][C:2]1[N:7]=[C:6]([O:8][C:9]2[C:10]([CH3:17])=[CH:11][C:12]([CH3:16])=[CH:13][C:14]=2[CH3:15])[C:5]([C:18]([NH:20][S:21]([C:24]2[C:25](=[O:30])[NH:26][CH:27]=[CH:28][CH:29]=2)(=[O:22])=[O:23])=[O:19])=[CH:4][CH:3]=1.